Dataset: Forward reaction prediction with 1.9M reactions from USPTO patents (1976-2016). Task: Predict the product of the given reaction. (1) Given the reactants [O:1]1[C:5]2[CH:6]=[CH:7][C:8]([C:10]3[C:11]([O:35][CH2:36][CH2:37][O:38][C:39]4[N:44]=[CH:43][C:42]([Cl:45])=[CH:41][N:40]=4)=[N:12][N:13]([CH3:34])[C:14]=3[N:15](S(C3C=CC=CC=3)(=O)=O)[S:16]([C:19]3[CH:24]=[CH:23][CH:22]=[CH:21][CH:20]=3)(=[O:18])=[O:17])=[CH:9][C:4]=2[O:3][CH2:2]1.[Na], predict the reaction product. The product is: [O:1]1[C:5]2[CH:6]=[CH:7][C:8]([C:10]3[C:11]([O:35][CH2:36][CH2:37][O:38][C:39]4[N:44]=[CH:43][C:42]([Cl:45])=[CH:41][N:40]=4)=[N:12][N:13]([CH3:34])[C:14]=3[NH:15][S:16]([C:19]3[CH:20]=[CH:21][CH:22]=[CH:23][CH:24]=3)(=[O:18])=[O:17])=[CH:9][C:4]=2[O:3][CH2:2]1. (2) Given the reactants C([O-])([O-])=O.[Cs+].[Cs+].Cl[C:8]1[CH:13]=[CH:12][CH:11]=[CH:10][C:9]=1[C:14]#[C:15][C:16]1[CH:21]=[CH:20][CH:19]=[CH:18][CH:17]=1.[C:22]([O:26][C:27]([N:29]([C:31]1[CH:36]=[CH:35][CH:34]=[CH:33][CH:32]=1)[NH2:30])=[O:28])([CH3:25])([CH3:24])[CH3:23], predict the reaction product. The product is: [C:22]([O:26][C:27](=[O:28])[N:29]([C:31]1[CH:36]=[CH:35][CH:34]=[CH:33][CH:32]=1)[N:30]1[C:8]2[C:9](=[CH:10][CH:11]=[CH:12][CH:13]=2)[CH:14]=[C:15]1[C:16]1[CH:21]=[CH:20][CH:19]=[CH:18][CH:17]=1)([CH3:25])([CH3:23])[CH3:24]. (3) Given the reactants [C:1]([C:4]1[C:9]([NH:10][C:11]([C:13]2[S:14][CH:15]=[C:16]([CH:18]([CH3:20])[CH3:19])[N:17]=2)=O)=[C:8]([CH3:21])[C:7]([O:22][CH3:23])=[CH:6][CH:5]=1)(=[O:3])[CH3:2].CC(C)([O-])C.[K+], predict the reaction product. The product is: [CH3:21][C:8]1[C:7]([O:22][CH3:23])=[CH:6][CH:5]=[C:4]2[C:9]=1[N:10]=[C:11]([C:13]1[S:14][CH:15]=[C:16]([CH:18]([CH3:20])[CH3:19])[N:17]=1)[CH:2]=[C:1]2[OH:3]. (4) Given the reactants [CH2:1]([N:3]([CH2:33][CH3:34])[C:4]1[CH:9]=[CH:8][C:7]([C:10]2[CH:11]=[C:12]([C:21]3[CH:26]=[CH:25][C:24]([C:27]([O:29]CC)=[O:28])=[CH:23][CH:22]=3)[CH:13]=[CH:14][C:15]=2[O:16][CH2:17][CH2:18][CH2:19][OH:20])=[CH:6][C:5]=1[CH3:32])[CH3:2].[OH-].[Na+], predict the reaction product. The product is: [CH2:33]([N:3]([CH2:1][CH3:2])[C:4]1[CH:9]=[CH:8][C:7]([C:10]2[CH:11]=[C:12]([C:21]3[CH:22]=[CH:23][C:24]([C:27]([OH:29])=[O:28])=[CH:25][CH:26]=3)[CH:13]=[CH:14][C:15]=2[O:16][CH2:17][CH2:18][CH2:19][OH:20])=[CH:6][C:5]=1[CH3:32])[CH3:34]. (5) Given the reactants CC(C)[C@H:3]([NH:33][C:34](=[O:37])[O:35][CH3:36])[C:4](=[O:32])[N:5]1[CH2:9][CH2:8][CH2:7][C@H:6]1[C:10]1[NH:14][C:13]2[C:15]3[C:20]([CH:21]=[CH:22][C:12]=2[N:11]=1)=[CH:19][C:18](B1OC(C)(C)C(C)(C)O1)=[CH:17][CH:16]=3.Br[C:40]1[CH:41]=[C:42]2[C:47](=[CH:48][CH:49]=1)[CH:46]=[C:45]([C:50]1[NH:54][C:53]([C@@H:55]3[CH2:59][CH2:58][CH2:57][N:56]3[C:60]([O:62][C:63]([CH3:66])([CH3:65])[CH3:64])=[O:61])=[N:52][CH:51]=1)[CH:44]=[CH:43]2.[C:67]([O-])([O-])=O.[K+].[K+].CO[CH2:75][CH2:76]OC, predict the reaction product. The product is: [CH3:36][O:35][C:34]([NH:33][C@@H:3]([CH:75]([CH3:76])[CH3:67])[C:4]([N:5]1[CH2:9][CH2:8][CH2:7][C@H:6]1[C:10]1[NH:14][C:13]2[C:15]3[C:20]([CH:21]=[CH:22][C:12]=2[N:11]=1)=[CH:19][C:18]([C:40]1[CH:41]=[C:42]2[C:47](=[CH:48][CH:49]=1)[CH:46]=[C:45]([C:50]1[NH:54][C:53]([C@@H:55]4[CH2:59][CH2:58][CH2:57][N:56]4[C:60]([O:62][C:63]([CH3:66])([CH3:65])[CH3:64])=[O:61])=[N:52][CH:51]=1)[CH:44]=[CH:43]2)=[CH:17][CH:16]=3)=[O:32])=[O:37]. (6) Given the reactants [Cl:1][C:2]1[N:3]=[CH:4][C:5]([N:8]2[C:12]([C:13]3[CH:18]=[CH:17][CH:16]=[CH:15][N:14]=3)=[CH:11][C:10]([C:19]([O:21][CH3:22])=[O:20])=[N:9]2)=[N:6][CH:7]=1.N1C=CC=CC=1C(=O)CC(=O)C(OC)=O, predict the reaction product. The product is: [Cl:1][C:2]1[N:3]=[CH:4][C:5]([NH:8][NH2:9])=[N:6][CH:7]=1.[Cl:1][C:2]1[N:3]=[CH:4][C:5]([N:8]2[C:12]([C:13]3[CH:18]=[CH:17][CH:16]=[CH:15][N:14]=3)=[CH:11][C:10]([C:19]([O:21][CH3:22])=[O:20])=[N:9]2)=[N:6][CH:7]=1. (7) Given the reactants [CH3:1][O:2][C:3]([CH:5]([NH2:14])[CH2:6][C:7]1[CH:12]=[CH:11][C:10]([Cl:13])=[CH:9][CH:8]=1)=[O:4].Cl.[C:16](=O)([O-])[O-].[Na+].[Na+].Br[CH2:23][CH2:24][CH2:25][CH2:26]Br, predict the reaction product. The product is: [Cl:13][C:10]1[CH:9]=[CH:8][C:7]([CH2:6][CH:5]([N:14]2[CH2:26][CH2:25][CH2:24][CH2:23]2)[C:3]([O:2][CH2:1][CH3:16])=[O:4])=[CH:12][CH:11]=1. (8) Given the reactants Cl.[C:2]([C:6]1[O:10][N:9]=[C:8]([NH2:11])[CH:7]=1)([CH3:5])([CH3:4])[CH3:3].C[Al](C)C.C1(C)C=CC=CC=1.C[O:24][C:25](=O)[CH:26]([NH:30][C:31]([O:33][C:34]([CH3:37])([CH3:36])[CH3:35])=[O:32])[CH2:27][CH2:28][CH3:29], predict the reaction product. The product is: [C:34]([O:33][C:31](=[O:32])[NH:30][CH:26]([C:25](=[O:24])[NH:11][C:8]1[CH:7]=[C:6]([C:2]([CH3:5])([CH3:4])[CH3:3])[O:10][N:9]=1)[CH2:27][CH2:28][CH3:29])([CH3:35])([CH3:36])[CH3:37]. (9) Given the reactants [CH2:1]([C:3]1[CH:10]=[CH:9][CH:8]=[CH:7][C:4]=1[C:5]#[N:6])[CH3:2].[ClH:11].O1CCOCC1.[H][H], predict the reaction product. The product is: [ClH:11].[CH2:1]([C:3]1[CH:10]=[CH:9][CH:8]=[CH:7][C:4]=1[CH2:5][NH2:6])[CH3:2]. (10) Given the reactants [C:1]([O:9]CC)(=O)[CH2:2][C:3]([O:5][CH2:6][CH3:7])=[O:4].[H-].[Na+].[H][H].[CH3:16][N:17]1[C:22]2[CH:23]=[CH:24][C:25](C)=[CH:26][C:21]=2[C:20](=O)[O:19]C1=O.[ClH:30], predict the reaction product. The product is: [CH2:6]([O:5][C:3]([C:2]1[C:1](=[O:9])[N:17]([CH3:16])[C:22]2[C:21]([C:20]=1[OH:19])=[CH:26][C:25]([Cl:30])=[CH:24][CH:23]=2)=[O:4])[CH3:7].